Dataset: Catalyst prediction with 721,799 reactions and 888 catalyst types from USPTO. Task: Predict which catalyst facilitates the given reaction. (1) Reactant: [F:1][C:2]([F:12])([F:11])[C:3]1[N:8]=[C:7]([CH2:9][OH:10])[CH:6]=[CH:5][N:4]=1.CC(OI1(OC(C)=O)(OC(C)=O)OC(=O)C2C=CC=CC1=2)=O. Product: [F:12][C:2]([F:1])([F:11])[C:3]1[N:8]=[C:7]([CH:9]=[O:10])[CH:6]=[CH:5][N:4]=1. The catalyst class is: 2. (2) Reactant: [C:1]([O:5][C:6]([NH:8][C@@H:9]([C@H:22]([CH2:29][O:30][CH3:31])[CH2:23][CH2:24][CH2:25][CH2:26][CH:27]=[CH2:28])[C:10]([N:12]1[CH2:16][C@H:15]([OH:17])[CH2:14][C@H:13]1[C:18]([O:20]C)=[O:19])=[O:11])=[O:7])([CH3:4])([CH3:3])[CH3:2].CO.[Li+].[OH-]. Product: [C:1]([O:5][C:6]([NH:8][C@@H:9]([C@H:22]([CH2:29][O:30][CH3:31])[CH2:23][CH2:24][CH2:25][CH2:26][CH:27]=[CH2:28])[C:10]([N:12]1[CH2:16][C@H:15]([OH:17])[CH2:14][C@H:13]1[C:18]([OH:20])=[O:19])=[O:11])=[O:7])([CH3:4])([CH3:3])[CH3:2]. The catalyst class is: 20. (3) Reactant: C([O:3][C:4]([CH:6]1[CH2:11][CH2:10][CH:9]([O:12][C:13]2[C:18]([F:19])=[CH:17][CH:16]=[CH:15][C:14]=2[F:20])[CH2:8][CH2:7]1)=O)C.[H-].[Al+3].[Li+].[H-].[H-].[H-]. Product: [F:19][C:18]1[CH:17]=[CH:16][CH:15]=[C:14]([F:20])[C:13]=1[O:12][CH:9]1[CH2:10][CH2:11][CH:6]([CH2:4][OH:3])[CH2:7][CH2:8]1. The catalyst class is: 7. (4) Reactant: [C:1]1([S:7]([N:10]2[C:14]3=[N:15][CH:16]=[C:17]([N+:20]([O-:22])=[O:21])[C:18](Cl)=[C:13]3[CH:12]=[CH:11]2)(=[O:9])=[O:8])[CH:6]=[CH:5][CH:4]=[CH:3][CH:2]=1.[C:23]([O:27][C:28]([N:30]1[CH2:35][CH2:34][C:33]([NH2:37])([CH3:36])[CH2:32][CH2:31]1)=[O:29])([CH3:26])([CH3:25])[CH3:24].C(N(C(C)C)CC)(C)C. Product: [C:23]([O:27][C:28]([N:30]1[CH2:35][CH2:34][C:33]([NH:37][C:18]2[C:17]([N+:20]([O-:22])=[O:21])=[CH:16][N:15]=[C:14]3[N:10]([S:7]([C:1]4[CH:6]=[CH:5][CH:4]=[CH:3][CH:2]=4)(=[O:9])=[O:8])[CH:11]=[CH:12][C:13]=23)([CH3:36])[CH2:32][CH2:31]1)=[O:29])([CH3:26])([CH3:24])[CH3:25]. The catalyst class is: 41. (5) Reactant: [CH3:1][C:2]1[C:3]([C:8]2[CH:9]=[C:10]([N+:16]([O-])=O)[C:11]([C:14]#[N:15])=[N:12][CH:13]=2)=[N:4][CH:5]=[CH:6][CH:7]=1.[Cl-].[Ca+2].[Cl-].C([OH:24])C. Product: [NH2:16][C:10]1[C:11]([C:14]([NH2:15])=[O:24])=[N:12][CH:13]=[C:8]([C:3]2[C:2]([CH3:1])=[CH:7][CH:6]=[CH:5][N:4]=2)[CH:9]=1. The catalyst class is: 693. (6) Reactant: [O:1]=[C:2]1[NH:7][C:6]2=[N:8][NH:9][C:10]([CH:11]3[CH2:14][CH:13]([C:15]4[CH:16]=[C:17]([CH:20]=[CH:21][CH:22]=4)[C:18]#N)[CH2:12]3)=[C:5]2[CH:4]([C:23]2[CH:28]=[C:27]([F:29])[C:26]([F:30])=[CH:25][C:24]=2[F:31])[CH2:3]1.CC(C)=[O:34].C(=O)=O.CC(C[AlH]CC(C)C)C. Product: [O:1]=[C:2]1[NH:7][C:6]2=[N:8][NH:9][C:10]([CH:11]3[CH2:12][CH:13]([C:15]4[CH:16]=[C:17]([CH:20]=[CH:21][CH:22]=4)[CH:18]=[O:34])[CH2:14]3)=[C:5]2[CH:4]([C:23]2[CH:28]=[C:27]([F:29])[C:26]([F:30])=[CH:25][C:24]=2[F:31])[CH2:3]1. The catalyst class is: 22. (7) Reactant: [C:1]([CH2:3][C:4]([NH:6][C:7]([CH3:23])([CH2:13][C:14](=O)[C:15]1[CH:20]=[CH:19][C:18]([CH3:21])=[CH:17][CH:16]=1)[C:8]([O:10][CH2:11][CH3:12])=[O:9])=[O:5])#[N:2].O.[OH-].[Li+].CC(O)=O. Product: [C:1]([C:3]1[C:4](=[O:5])[NH:6][C:7]([CH3:23])([C:8]([O:10][CH2:11][CH3:12])=[O:9])[CH2:13][C:14]=1[C:15]1[CH:20]=[CH:19][C:18]([CH3:21])=[CH:17][CH:16]=1)#[N:2]. The catalyst class is: 249.